Dataset: Forward reaction prediction with 1.9M reactions from USPTO patents (1976-2016). Task: Predict the product of the given reaction. (1) Given the reactants [C:1]([Si:5]([CH3:8])([CH3:7])Cl)([CH3:4])([CH3:3])[CH3:2].C(N(CC)CC)C.[S:16]1[CH:20]=[CH:19][C:18]([CH2:21][OH:22])=[CH:17]1, predict the reaction product. The product is: [C:1]([Si:5]([CH3:8])([CH3:7])[O:22][CH2:21][C:18]1[CH:19]=[CH:20][S:16][CH:17]=1)([CH3:4])([CH3:3])[CH3:2]. (2) The product is: [Cl:18][C:19]1[C:20]([C:21]([C:14]2[NH:15][CH:16]=[CH:17][C:13]=2[C:7]2[C:6]([Cl:5])=[CH:11][CH:10]=[CH:9][C:8]=2[Cl:12])=[O:22])=[CH:24][CH:25]=[CH:26][N:27]=1. Given the reactants [Cl-].[Al+3].[Cl-].[Cl-].[Cl:5][C:6]1[CH:11]=[CH:10][CH:9]=[C:8]([Cl:12])[C:7]=1[C:13]1[CH:17]=[CH:16][NH:15][CH:14]=1.[Cl:18][C:19]1[N:27]=[CH:26][CH:25]=[CH:24][C:20]=1[C:21](Cl)=[O:22], predict the reaction product. (3) Given the reactants [CH2:1]([C:4]1[NH:8][N:7]=[C:6]([C:9]2[CH:14]=[CH:13][C:12]([CH3:15])=[CH:11][CH:10]=2)[C:5]=1[C:16]1[CH:21]=[CH:20][CH:19]=[CH:18][CH:17]=1)[CH:2]=C.ClCCl.[BH4-].[Na+].C[OH:28], predict the reaction product. The product is: [C:16]1([C:5]2[C:6]([C:9]3[CH:14]=[CH:13][C:12]([CH3:15])=[CH:11][CH:10]=3)=[N:7][NH:8][C:4]=2[CH2:1][CH2:2][OH:28])[CH:21]=[CH:20][CH:19]=[CH:18][CH:17]=1. (4) Given the reactants I[C:2]1[C:3]([C:17]([F:23])([F:22])[C:18]([F:21])([F:20])[F:19])=[N:4][N:5]([CH2:7][C:8]2[CH:15]=[CH:14][C:11]([NH:12][CH3:13])=[C:10]([CH3:16])[CH:9]=2)[CH:6]=1.I[C:25]([F:31])([F:30])[C:26]([F:29])([F:28])[F:27].CS(C)=O.O, predict the reaction product. The product is: [F:22][C:17]([F:23])([C:3]1[C:2]([C:25]([F:31])([F:30])[C:26]([F:29])([F:28])[F:27])=[CH:6][N:5]([CH2:7][C:8]2[CH:15]=[CH:14][C:11]([NH:12][CH3:13])=[C:10]([CH3:16])[CH:9]=2)[N:4]=1)[C:18]([F:21])([F:20])[F:19]. (5) The product is: [N:12]1[C:11]2[C:10]3[S:13][C:14]([C:28]4[CH:29]=[CH:30][C:25]([CH2:24][NH:23][C:16](=[O:17])[O:18][C:19]([CH3:20])([CH3:21])[CH3:22])=[CH:26][CH:27]=4)=[CH:15][C:9]=3[CH2:8][CH2:7][O:6][C:5]=2[CH:4]=[CH:3][CH:2]=1. Given the reactants Br[C:2]1[CH:3]=[CH:4][C:5]2[O:6][CH2:7][CH2:8][C:9]3[CH:15]=[CH:14][S:13][C:10]=3[C:11]=2[N:12]=1.[C:16]([NH:23][CH2:24][C:25]1[CH:30]=[CH:29][C:28](B(O)O)=[CH:27][CH:26]=1)([O:18][C:19]([CH3:22])([CH3:21])[CH3:20])=[O:17], predict the reaction product. (6) Given the reactants C([O:14][C:15]1[C:16]2[C:41](=[O:42])[N:40]([CH2:43][C:44]3[CH:49]=[CH:48][C:47]([F:50])=[CH:46][CH:45]=3)[CH2:39][C:17]=2[C:18]([O:25][S:26]([C:29]2[S:33][C:32]([NH:34][C:35](=[O:37])[CH3:36])=[N:31][C:30]=2[CH3:38])(=[O:28])=[O:27])=[C:19]2[C:24]=1[N:23]=[CH:22][CH:21]=[CH:20]2)(C1C=CC=CC=1)C1C=CC=CC=1.[F:51][C:52]([F:57])([F:56])[C:53]([OH:55])=[O:54].C([SiH](CC)CC)C, predict the reaction product. The product is: [F:50][C:47]1[CH:48]=[CH:49][C:44]([CH2:43][N:40]2[C:41](=[O:42])[C:16]3[C:15]([OH:14])=[C:24]4[C:19]([CH:20]=[CH:21][CH:22]=[N:23]4)=[C:18]([O:25][S:26]([C:29]4[S:33][C:32]([NH:34][C:35](=[O:37])[CH3:36])=[N:31][C:30]=4[CH3:38])(=[O:28])=[O:27])[C:17]=3[CH2:39]2)=[CH:45][CH:46]=1.[C:53]([OH:55])([C:52]([F:57])([F:56])[F:51])=[O:54]. (7) Given the reactants [CH3:1][C@H:2]1[CH2:30][O:29][C@@:5]2([O:9][C@H:8]3[CH2:10][C@H:11]4[C@@H:16]5[CH2:17][CH2:18][C:19]6[C@@:25]([CH3:26])([C@H:15]5[CH2:14][CH2:13][C@:12]4([CH3:27])[C@H:7]3[C@@H:6]2[CH3:28])[CH2:24][CH2:23][C:21](=[O:22])[CH:20]=6)[CH2:4][CH2:3]1, predict the reaction product. The product is: [CH3:1][C@H:2]1[CH2:30][O:29][C@@:5]2([O:9][C@H:8]3[CH2:10][C@H:11]4[C@@H:16]5[CH2:17][CH2:18][C@@H:19]6[CH2:20][C:21](=[O:22])[CH2:23][CH2:24][C@:25]6([CH3:26])[C@H:15]5[CH2:14][CH2:13][C@:12]4([CH3:27])[C@H:7]3[C@@H:6]2[CH3:28])[CH2:4][CH2:3]1. (8) Given the reactants [NH2:1][C:2]1[C:3]2[N:4]([C:8]([C@H:27]3[CH2:32][CH2:31][C@H:30]([CH2:33][N:34]4C(=O)C5C(=CC=CC=5)C4=O)[CH2:29][CH2:28]3)=[N:9][C:10]=2[C:11]2[CH:20]=[C:19]3[C:14]([CH:15]=[CH:16][C:17]([C:21]4[CH:26]=[CH:25][CH:24]=[CH:23][CH:22]=4)=[N:18]3)=[CH:13][CH:12]=2)[CH:5]=[CH:6][N:7]=1.NN, predict the reaction product. The product is: [NH2:34][CH2:33][C@H:30]1[CH2:31][CH2:32][C@H:27]([C:8]2[N:4]3[CH:5]=[CH:6][N:7]=[C:2]([NH2:1])[C:3]3=[C:10]([C:11]3[CH:20]=[C:19]4[C:14]([CH:15]=[CH:16][C:17]([C:21]5[CH:26]=[CH:25][CH:24]=[CH:23][CH:22]=5)=[N:18]4)=[CH:13][CH:12]=3)[N:9]=2)[CH2:28][CH2:29]1. (9) Given the reactants [CH3:1][C:2]1[CH:3]=[C:4]([NH:16][C:17]2[C:27]3[CH:26]=[C:25]([C:28]([OH:30])=[O:29])[CH2:24][CH2:23][NH:22][C:21]=3[N:20]=[CH:19][N:18]=2)[CH:5]=[CH:6][C:7]=1[O:8][C:9]1[CH:10]=[N:11][C:12]([CH3:15])=[CH:13][CH:14]=1.[C:31]([NH2:35])([CH3:34])([CH3:33])[CH3:32].ON1C2C=CC=CC=2N=N1.Cl.C(N=C=NCCCN(C)C)C, predict the reaction product. The product is: [CH:28]([OH:30])=[O:29].[C:31]([NH:35][C:28]([C:25]1[CH2:24][CH2:23][NH:22][C:21]2[N:20]=[CH:19][N:18]=[C:17]([NH:16][C:4]3[CH:5]=[CH:6][C:7]([O:8][C:9]4[CH:10]=[N:11][C:12]([CH3:15])=[CH:13][CH:14]=4)=[C:2]([CH3:1])[CH:3]=3)[C:27]=2[CH:26]=1)=[O:29])([CH3:34])([CH3:33])[CH3:32]. (10) Given the reactants [C:1]1([C:44]2[CH:49]=[CH:48][CH:47]=[CH:46][CH:45]=2)[CH:6]=[CH:5][C:4]([NH:7][C:8]([NH:10][C:11]2[CH:16]=[CH:15][CH:14]=[C:13]([CH2:17][O:18][CH2:19][CH2:20][O:21][CH2:22][CH2:23][CH2:24][CH2:25][CH2:26][CH2:27][NH:28][CH2:29][C@@H:30]([C:32]3[CH:43]=[CH:42][C:35]4[O:36][C:37](C)([CH3:40])[O:38][CH2:39][C:34]=4[CH:33]=3)[OH:31])[CH:12]=2)=[O:9])=[CH:3][CH:2]=1, predict the reaction product. The product is: [C:37]([OH:38])(=[O:36])[CH3:40].[C:1]1([C:44]2[CH:45]=[CH:46][CH:47]=[CH:48][CH:49]=2)[CH:2]=[CH:3][C:4]([NH:7][C:8]([NH:10][C:11]2[CH:16]=[CH:15][CH:14]=[C:13]([CH2:17][O:18][CH2:19][CH2:20][O:21][CH2:22][CH2:23][CH2:24][CH2:25][CH2:26][CH2:27][NH:28][CH2:29][C@H:30]([OH:31])[C:32]3[CH:43]=[CH:42][C:35]([OH:36])=[C:34]([CH2:39][OH:38])[CH:33]=3)[CH:12]=2)=[O:9])=[CH:5][CH:6]=1.